Dataset: Retrosynthesis with 50K atom-mapped reactions and 10 reaction types from USPTO. Task: Predict the reactants needed to synthesize the given product. (1) Given the product COCCOc1cccc(-n2nc(C(C)(C)C)cc2N)c1, predict the reactants needed to synthesize it. The reactants are: CC(C)(C)c1cc(N)[nH]n1.COCCOc1cccc(I)c1. (2) Given the product O=C(O)CCN1CCC(c2ccc(OCc3ccc(C4CCCCC4)c(C(F)(F)F)c3)cc2)CC1, predict the reactants needed to synthesize it. The reactants are: CC(C)(C)OC(=O)CCN1CCC(c2ccc(OCc3ccc(C4CCCCC4)c(C(F)(F)F)c3)cc2)CC1. (3) Given the product C[C@@H](O[C@H]1CN(C(=O)OC(C)(C)C)[C@@H](CCC(=O)OC(C)(C)C)[C@@H]1c1ccc(F)cc1)c1cc(C(F)(F)F)cc(C(F)(F)F)c1, predict the reactants needed to synthesize it. The reactants are: C[C@@H](O[C@H]1CN(C(=O)OC(C)(C)C)[C@@H](/C=C/C(=O)OC(C)(C)C)[C@@H]1c1ccc(F)cc1)c1cc(C(F)(F)F)cc(C(F)(F)F)c1. (4) Given the product Cc1ncccc1C(=O)c1cc(Cl)ccc1NS(=O)(=O)c1ccc(C2(C)CCOCC2)cc1, predict the reactants needed to synthesize it. The reactants are: CC1(c2ccc(S(=O)(=O)Cl)cc2)CCOCC1.Cc1ncccc1C(=O)c1cc(Cl)ccc1N.